Dataset: Full USPTO retrosynthesis dataset with 1.9M reactions from patents (1976-2016). Task: Predict the reactants needed to synthesize the given product. (1) Given the product [OH:28][C:18]1[C:17](=[O:29])[CH:16]=[C:15]([CH3:14])[NH:20][C:19]=1[CH:22]([OH:27])[C:23]([F:26])([F:24])[F:25], predict the reactants needed to synthesize it. The reactants are: FC(F)C1N(C)C=C(O)C(=O)C=1.F[CH:14](F)[C:15]1[N:20](C)[C:19]([CH:22]([OH:27])[C:23]([F:26])([F:25])[F:24])=[C:18]([OH:28])[C:17](=[O:29])[CH:16]=1.C(O)C(N)(CO)CO.C(N(CC(O)=O)CC(O)=O)CN(CC(O)=O)CC(O)=O. (2) Given the product [Cl:1][C:2]1[CH:7]=[C:6]([F:8])[CH:5]=[CH:4][C:3]=1[C:9]1[N:10]=[CH:11][C:12]([NH2:16])=[CH:13][C:14]=1[CH3:15], predict the reactants needed to synthesize it. The reactants are: [Cl:1][C:2]1[CH:7]=[C:6]([F:8])[CH:5]=[CH:4][C:3]=1[C:9]1[C:14]([CH3:15])=[CH:13][C:12]([N+:16]([O-])=O)=[CH:11][N:10]=1. (3) Given the product [Br:1][C:2]1[C:11]2[C:6](=[CH:7][CH:8]=[CH:9][CH:10]=2)[N:5]=[C:4]([CH3:12])[C:3]=1[O:13][C:15]1[C:24]2[C:19](=[CH:20][C:21]([O:27][CH3:28])=[C:22]([O:25][CH3:26])[CH:23]=2)[N:18]=[CH:17][CH:16]=1, predict the reactants needed to synthesize it. The reactants are: [Br:1][C:2]1[C:11]2[C:6](=[CH:7][CH:8]=[CH:9][CH:10]=2)[N:5]=[C:4]([CH3:12])[C:3]=1[OH:13].Cl[C:15]1[C:24]2[C:19](=[CH:20][C:21]([O:27][CH3:28])=[C:22]([O:25][CH3:26])[CH:23]=2)[N:18]=[CH:17][CH:16]=1. (4) The reactants are: [C:1]1([C:19]2[CH:24]=[CH:23][CH:22]=[CH:21][CH:20]=2)[C:2]([C:7]([NH:9][C:10]2[CH:11]=[C:12]([CH:16]=[CH:17][CH:18]=2)[C:13](O)=[O:14])=[O:8])=[CH:3][CH:4]=[CH:5][CH:6]=1.[CH2:25]1[O:29][C:28]2[CH:30]=[C:31]([CH2:34][NH2:35])[CH:32]=[CH:33][C:27]=2[O:26]1.CN(C(ON1N=NC2C=CC=CC1=2)=[N+](C)C)C.[B-](F)(F)(F)F.C(N(C(C)C)C(C)C)C. Given the product [O:26]1[C:27]2[CH:33]=[CH:32][C:31]([CH2:34][NH:35][C:13](=[O:14])[C:12]3[CH:16]=[CH:17][CH:18]=[C:10]([NH:9][C:7]([C:2]4[C:1]([C:19]5[CH:24]=[CH:23][CH:22]=[CH:21][CH:20]=5)=[CH:6][CH:5]=[CH:4][CH:3]=4)=[O:8])[CH:11]=3)=[CH:30][C:28]=2[O:29][CH2:25]1, predict the reactants needed to synthesize it. (5) Given the product [Cl:1][C:2]1[CH:7]=[CH:6][C:5]([F:8])=[CH:4][C:3]=1[O:9][C:10]1[CH:15]=[CH:14][C:13]([B:17]2[O:21][C:20]([CH3:23])([CH3:22])[C:19]([CH3:25])([CH3:24])[O:18]2)=[CH:12][CH:11]=1, predict the reactants needed to synthesize it. The reactants are: [Cl:1][C:2]1[CH:7]=[CH:6][C:5]([F:8])=[CH:4][C:3]=1[O:9][C:10]1[CH:15]=[CH:14][C:13](I)=[CH:12][CH:11]=1.[B:17]1([B:17]2[O:21][C:20]([CH3:23])([CH3:22])[C:19]([CH3:25])([CH3:24])[O:18]2)[O:21][C:20]([CH3:23])([CH3:22])[C:19]([CH3:25])([CH3:24])[O:18]1.C([O-])(=O)C.[K+].